This data is from Full USPTO retrosynthesis dataset with 1.9M reactions from patents (1976-2016). The task is: Predict the reactants needed to synthesize the given product. (1) Given the product [N+:38]([C:16]1[CH:21]=[CH:20][C:13]2[C:14](=[CH:23][CH:24]=[CH:11][CH:12]=2)[N:15]=1)([O-:40])=[O:39], predict the reactants needed to synthesize it. The reactants are: [Cl-].[Cl-].[NH3+]C1C=CC(C(N[C:11]2[CH:24]=[CH:23][C:14]([NH:15][C:16]3[CH:21]=[CH:20][N+](C)=CC=3)=[CH:13][CH:12]=2)=O)=CC=1.ClC1C2C(=CC=C([N+:38]([O-:40])=[O:39])C=2)N=CC=1. (2) Given the product [N:1]12[CH2:8][CH2:7][C:4]([O:9][C:10](=[O:38])[NH:11][C:12]3[CH:17]=[C:16]([CH2:18][CH2:19][CH2:20][C:21]([NH:23][C:24]4[CH:25]=[N:26][C:27]([CH2:30][NH:43][CH2:44][C@H:45]([O:46][Si:47]([C:50]([CH3:53])([CH3:52])[CH3:51])([CH3:49])[CH3:48])[C:54]5[CH:63]=[CH:62][C:61]([OH:64])=[C:60]6[C:55]=5[CH:56]=[CH:57][C:58](=[O:65])[NH:59]6)=[CH:28][CH:29]=4)=[O:22])[CH:15]=[CH:14][C:13]=3[C:32]3[CH:37]=[CH:36][CH:35]=[CH:34][CH:33]=3)([CH2:5][CH2:6]1)[CH2:3][CH2:2]2, predict the reactants needed to synthesize it. The reactants are: [N:1]12[CH2:8][CH2:7][C:4]([O:9][C:10](=[O:38])[NH:11][C:12]3[CH:17]=[C:16]([CH2:18][CH2:19][CH2:20][C:21]([NH:23][C:24]4[CH:25]=[N:26][C:27]([CH:30]=O)=[CH:28][CH:29]=4)=[O:22])[CH:15]=[CH:14][C:13]=3[C:32]3[CH:37]=[CH:36][CH:35]=[CH:34][CH:33]=3)([CH2:5][CH2:6]1)[CH2:3][CH2:2]2.C(O)(=O)C.[NH2:43][CH2:44][C@@H:45]([C:54]1[CH:63]=[CH:62][C:61]([OH:64])=[C:60]2[C:55]=1[CH:56]=[CH:57][C:58](=[O:65])[NH:59]2)[O:46][Si:47]([C:50]([CH3:53])([CH3:52])[CH3:51])([CH3:49])[CH3:48].C(O[BH-](OC(=O)C)OC(=O)C)(=O)C.[Na+]. (3) The reactants are: Cl[C:2]1[C:3]([NH2:9])=[N:4][CH:5]=[N:6][C:7]=1Cl.[CH2:10]1[C:14]2([CH2:19][CH2:18][NH:17][CH2:16][CH2:15]2)[CH2:13][CH2:12][N:11]1[C:20]([O:22]C(C)(C)C)=O.[O:27]([C:34]1[CH:39]=[CH:38][C:37](B(O)O)=[CH:36][CH:35]=1)[C:28]1[CH:33]=[CH:32][CH:31]=[CH:30][CH:29]=1.[C:43](Cl)(=O)[CH:44]=C. Given the product [NH2:9][C:3]1[N:4]=[CH:5][N:6]=[C:7]([N:17]2[CH2:16][CH2:15][C:14]3([CH2:10][N:11]([C:20](=[O:22])[CH:43]=[CH2:44])[CH2:12][CH2:13]3)[CH2:19][CH2:18]2)[C:2]=1[C:31]1[CH:32]=[CH:33][C:28]([O:27][C:34]2[CH:39]=[CH:38][CH:37]=[CH:36][CH:35]=2)=[CH:29][CH:30]=1, predict the reactants needed to synthesize it.